Dataset: Reaction yield outcomes from USPTO patents with 853,638 reactions. Task: Predict the reaction yield, written as a fraction of the theoretical maximum amount of product (1.0 means a 100% yield; for example, 0.34 means a 34% yield). (1) The reactants are [Cl:1][C:2]1[N:3]=[N:4][C:5]([Cl:9])=[CH:6][C:7]=1Cl.C(=O)([O-])[O-].[Na+].[Na+].[N:16]1([CH2:22][CH2:23][OH:24])[CH2:21][CH2:20][NH:19][CH2:18][CH2:17]1. The product is [Cl:1][C:2]1[N:3]=[N:4][C:5]([Cl:9])=[CH:6][C:7]=1[N:19]1[CH2:20][CH2:21][N:16]([CH2:22][CH2:23][OH:24])[CH2:17][CH2:18]1. The yield is 0.736. The catalyst is CN(C)C(=O)C. (2) The reactants are [CH:1]1([C:7](=[S:9])[NH2:8])[CH2:6][CH2:5][CH2:4][CH2:3][CH2:2]1.Br[CH2:11][C:12](=O)[C:13]([O:15][CH2:16][CH3:17])=[O:14]. The catalyst is C1COCC1. The product is [CH2:16]([O:15][C:13]([C:12]1[N:8]=[C:7]([CH:1]2[CH2:6][CH2:5][CH2:4][CH2:3][CH2:2]2)[S:9][CH:11]=1)=[O:14])[CH3:17]. The yield is 0.740. (3) The reactants are Br[C:2]1[N:7]=[CH:6][C:5]([CH2:8][O:9][C@@H:10]2[CH2:15][O:14][C:13]3=[N:16][C:17]([N+:19]([O-:21])=[O:20])=[CH:18][N:12]3[CH2:11]2)=[CH:4][CH:3]=1.[C:22]([Si](C)(C)C)#[CH:23].CCCC[N+](CCCC)(CCCC)CCCC.[F-]. No catalyst specified. The product is [C:22]([C:2]1[N:7]=[CH:6][C:5]([CH2:8][O:9][C@@H:10]2[CH2:15][O:14][C:13]3=[N:16][C:17]([N+:19]([O-:21])=[O:20])=[CH:18][N:12]3[CH2:11]2)=[CH:4][CH:3]=1)#[CH:23]. The yield is 0.570. (4) The reactants are [N+:1]([C:4]1[CH:5]=[C:6](O)[CH:7]=[CH:8][CH:9]=1)([O-:3])=[O:2].C([O-])([O-])=[O:12].[K+].[K+].Br[CH2:18][C:19]([O:21][CH2:22][CH3:23])=[O:20]. The yield is 0.920. The catalyst is CC(C)=O. The product is [N+:1]([C:4]1[CH:5]=[CH:6][C:7]([O:12][CH2:18][C:19]([O:21][CH2:22][CH3:23])=[O:20])=[CH:8][CH:9]=1)([O-:3])=[O:2]. (5) The reactants are [O:1]([C:8]1[CH:13]=[CH:12][C:11]([C:14]2[C:18]([C:19]([O:21][C:22]([CH3:25])([CH3:24])[CH3:23])=[O:20])=[CH:17][NH:16][N:15]=2)=[CH:10][CH:9]=1)[C:2]1[CH:7]=[CH:6][CH:5]=[CH:4][CH:3]=1.[H-].[Na+].[CH:28]1(I)[CH2:32][CH2:31][CH2:30][CH2:29]1.CCOC(C)=O. The catalyst is CN(C)C=O. The product is [CH:28]1([N:16]2[CH:17]=[C:18]([C:19]([O:21][C:22]([CH3:25])([CH3:24])[CH3:23])=[O:20])[C:14]([C:11]3[CH:10]=[CH:9][C:8]([O:1][C:2]4[CH:3]=[CH:4][CH:5]=[CH:6][CH:7]=4)=[CH:13][CH:12]=3)=[N:15]2)[CH2:32][CH2:31][CH2:30][CH2:29]1. The yield is 0.690.